This data is from Forward reaction prediction with 1.9M reactions from USPTO patents (1976-2016). The task is: Predict the product of the given reaction. (1) The product is: [Cl:29][C:26]1[CH:25]=[CH:24][C:23]([C:22]2[C:8]3[C:9](=[C:10]([C:12]4[CH:13]=[CH:14][C:15]([O:18][CH3:19])=[CH:16][CH:17]=4)[N:11]=[C:6]([C:4]([NH:31][CH2:32][C:33]([OH:35])=[O:34])=[O:5])[C:7]=3[OH:30])[S:20][N:21]=2)=[CH:28][CH:27]=1. Given the reactants C(O[C:4]([C:6]1[C:7]([OH:30])=[C:8]2[C:22]([C:23]3[CH:28]=[CH:27][C:26]([Cl:29])=[CH:25][CH:24]=3)=[N:21][S:20][C:9]2=[C:10]([C:12]2[CH:17]=[CH:16][C:15]([O:18][CH3:19])=[CH:14][CH:13]=2)[N:11]=1)=[O:5])C.[NH2:31][CH2:32][C:33]([OH:35])=[O:34], predict the reaction product. (2) Given the reactants C(OC([N:8]1[CH2:13][CH2:12][CH:11]([N:14]([C:16]2[CH:21]=[CH:20][CH:19]=[CH:18][C:17]=2[Br:22])[CH3:15])[CH2:10][CH2:9]1)=O)(C)(C)C.Cl, predict the reaction product. The product is: [Br:22][C:17]1[CH:18]=[CH:19][CH:20]=[CH:21][C:16]=1[N:14]([CH3:15])[CH:11]1[CH2:12][CH2:13][NH:8][CH2:9][CH2:10]1. (3) Given the reactants [CH3:9][S:6](O[S:6]([CH3:9])(=[O:8])=[O:7])(=[O:8])=[O:7].[C:10]([C:12]1[C:20]2[CH2:19][CH2:18][NH:17][CH2:16][C:15]=2[S:14][C:13]=1[NH:21][C:22](=[O:36])[CH:23]([C:30]1[CH:35]=[CH:34][CH:33]=[CH:32][CH:31]=1)[C:24]1[CH:29]=[CH:28][CH:27]=[CH:26][CH:25]=1)#[N:11].CCN(CC)CC, predict the reaction product. The product is: [C:10]([C:12]1[C:20]2[CH2:19][CH2:18][N:17]([S:6]([CH3:9])(=[O:7])=[O:8])[CH2:16][C:15]=2[S:14][C:13]=1[NH:21][C:22](=[O:36])[CH:23]([C:30]1[CH:31]=[CH:32][CH:33]=[CH:34][CH:35]=1)[C:24]1[CH:29]=[CH:28][CH:27]=[CH:26][CH:25]=1)#[N:11].